Dataset: Forward reaction prediction with 1.9M reactions from USPTO patents (1976-2016). Task: Predict the product of the given reaction. (1) Given the reactants [Cl:1][C:2]1[C:3]([CH3:15])=[CH:4][C:5]([NH:8][C:9](=O)[C:10]([CH3:13])(C)C)=[N:6][CH:7]=1.C(OCC)C.CN(C)C=CC=O.Cl, predict the reaction product. The product is: [Cl:1][C:2]1[CH:7]=[N:6][C:5]2[C:4]([C:3]=1[CH3:15])=[CH:13][CH:10]=[CH:9][N:8]=2. (2) Given the reactants C[O:2][C:3](=[O:20])[C@@H:4]([NH:9][C:10]([O:12][C:13]([CH3:19])([CH3:18])[C:14]([F:17])([F:16])[F:15])=[O:11])[C:5]([CH3:8])([CH3:7])[CH3:6].O.[OH-].[Li+].[Li+].[OH-], predict the reaction product. The product is: [CH3:6][C:5]([CH3:8])([CH3:7])[C@H:4]([NH:9][C:10]([O:12][C:13]([CH3:19])([CH3:18])[C:14]([F:15])([F:16])[F:17])=[O:11])[C:3]([OH:20])=[O:2]. (3) Given the reactants [Cl:1][C:2]1[C:3]([N:30]([CH3:32])[CH3:31])=[CH:4][C:5]2[O:10][CH:9]([C:11]([N:13]3[CH2:18][CH2:17][C:16]([CH2:21][C:22]4[CH:27]=[CH:26][C:25]([F:28])=[CH:24][CH:23]=4)([C:19]#[N:20])[CH2:15][CH2:14]3)=[O:12])[CH2:8][NH:7][C:6]=2[CH:29]=1.C([O-])([O-])=O.[K+].[K+].Br[CH2:40][CH2:41][OH:42], predict the reaction product. The product is: [Cl:1][C:2]1[C:3]([N:30]([CH3:31])[CH3:32])=[CH:4][C:5]2[O:10][CH:9]([C:11]([N:13]3[CH2:14][CH2:15][C:16]([CH2:21][C:22]4[CH:23]=[CH:24][C:25]([F:28])=[CH:26][CH:27]=4)([C:19]#[N:20])[CH2:17][CH2:18]3)=[O:12])[CH2:8][N:7]([CH2:40][CH2:41][OH:42])[C:6]=2[CH:29]=1.